From a dataset of Reaction yield outcomes from USPTO patents with 853,638 reactions. Predict the reaction yield, written as a fraction of the theoretical maximum amount of product (1.0 means a 100% yield; for example, 0.34 means a 34% yield). The reactants are [Cl:1][C:2]1[N:7]=[CH:6][C:5]([NH:8][CH2:9][CH2:10][OH:11])=[C:4]([C:12]#[C:13][C:14]([CH3:17])([CH3:16])[CH3:15])[CH:3]=1.CC([O-])(C)C.[K+]. The catalyst is CN(C=O)C. The product is [C:14]([C:13]1[N:8]([CH2:9][CH2:10][OH:11])[C:5]2=[CH:6][N:7]=[C:2]([Cl:1])[CH:3]=[C:4]2[CH:12]=1)([CH3:17])([CH3:16])[CH3:15]. The yield is 0.440.